From a dataset of Full USPTO retrosynthesis dataset with 1.9M reactions from patents (1976-2016). Predict the reactants needed to synthesize the given product. (1) Given the product [C:1]([O:5][C:6]([N:8]1[CH2:13][CH2:12][CH:11]([N:14]2[C:15]3=[N:16][C:17]([N:24]([CH3:26])[CH3:25])=[CH:18][CH:19]=[C:20]3[N:21]([CH3:31])[C:27]2=[O:29])[CH2:10][CH2:9]1)=[O:7])([CH3:4])([CH3:3])[CH3:2], predict the reactants needed to synthesize it. The reactants are: [C:1]([O:5][C:6]([N:8]1[CH2:13][CH2:12][CH:11]([NH:14][C:15]2[C:20]([N+:21]([O-])=O)=[CH:19][CH:18]=[C:17]([N:24]([CH3:26])[CH3:25])[N:16]=2)[CH2:10][CH2:9]1)=[O:7])([CH3:4])([CH3:3])[CH3:2].[CH:27]([O-:29])=O.[NH4+].[CH:31]1N=CN(C(N2C=NC=C2)=O)C=1.C[Si]([N-][Si](C)(C)C)(C)C.[K+].IC. (2) Given the product [Cl:1][C:2]1[N:11]=[C:10]([N:12]2[CH2:16][CH2:15][C@H:14]([N:17]([CH2:26][CH2:27][CH2:28][CH2:29][CH3:30])[C:18](=[O:24])[O:19][C:20]([CH3:21])([CH3:23])[CH3:22])[CH2:13]2)[C:9]2[C:4](=[CH:5][CH:6]=[CH:7][CH:8]=2)[N:3]=1, predict the reactants needed to synthesize it. The reactants are: [Cl:1][C:2]1[N:11]=[C:10]([N:12]2[CH2:16][CH2:15][C@H:14]([NH:17][C:18](=[O:24])[O:19][C:20]([CH3:23])([CH3:22])[CH3:21])[CH2:13]2)[C:9]2[C:4](=[CH:5][CH:6]=[CH:7][CH:8]=2)[N:3]=1.Br[CH2:26][CH2:27][CH2:28][CH2:29][CH3:30].